The task is: Predict the reaction yield, written as a fraction of the theoretical maximum amount of product (1.0 means a 100% yield; for example, 0.34 means a 34% yield).. This data is from Reaction yield outcomes from USPTO patents with 853,638 reactions. The reactants are [NH2:1][C:2]1[CH:7]=[C:6]([C:8]#[N:9])[C:5]([C:10]#[N:11])=[CH:4][C:3]=1[NH2:12].C(O)CCCC.[CH2:19]([CH:25]([CH2:28][CH2:29][CH2:30][CH2:31][CH2:32][CH3:33])[CH:26]=O)[CH2:20][CH2:21][CH2:22]CC.O=O. The catalyst is CN1C(=O)CCC1. The product is [C:10]([C:5]1[C:6]([C:8]#[N:9])=[CH:7][C:2]2[N:1]=[C:26]([CH:25]([CH2:19][CH2:20][CH2:21][CH3:22])[CH2:28][CH2:29][CH2:30][CH2:31][CH2:32][CH3:33])[NH:12][C:3]=2[CH:4]=1)#[N:11]. The yield is 0.810.